Predict the product of the given reaction. From a dataset of Forward reaction prediction with 1.9M reactions from USPTO patents (1976-2016). (1) The product is: [CH2:29]([C:28]1[C:7]([CH2:1][CH2:2][CH2:3][CH2:4][CH2:5][CH3:6])=[CH:8][C:9]2[C:26](=[CH:25][C:24]3[CH:23]([OH:35])[C:22]4[C:13]([CH:12]([OH:36])[C:11]=3[CH:10]=2)=[CH:14][C:15]2[C:20](=[CH:19][CH:18]=[CH:17][CH:16]=2)[CH:21]=4)[CH:27]=1)[CH2:30][CH2:31][CH2:32][CH2:33][CH3:34]. Given the reactants [CH2:1]([C:7]1[C:28]([CH2:29][CH2:30][CH2:31][CH2:32][CH2:33][CH3:34])=[CH:27][C:26]2[C:9](=[CH:10][C:11]3[C:12](=[O:36])[C:13]4[C:22]([C:23](=[O:35])[C:24]=3[CH:25]=2)=[CH:21][C:20]2[C:15](=[CH:16][CH:17]=[CH:18][CH:19]=2)[CH:14]=4)[CH:8]=1)[CH2:2][CH2:3][CH2:4][CH2:5][CH3:6].C([BH-](CC)CC)C.[Li+].Cl, predict the reaction product. (2) Given the reactants [Cl:1][C:2]1[N:7]=[C:6]([CH2:8][C:9]([C:11]2[C:12]([F:24])=[C:13]([NH:17][C:18](=[O:23])[O:19][CH2:20][CH:21]=[CH2:22])[CH:14]=[CH:15][CH:16]=2)=O)[CH:5]=[CH:4][N:3]=1.C1C(=O)N(Br)C(=O)C1.[O:33]1[CH2:38][CH2:37][CH:36]([C:39](=[S:41])[NH2:40])[CH2:35][CH2:34]1.O, predict the reaction product. The product is: [Cl:1][C:2]1[N:7]=[C:6]([C:8]2[S:41][C:39]([CH:36]3[CH2:37][CH2:38][O:33][CH2:34][CH2:35]3)=[N:40][C:9]=2[C:11]2[C:12]([F:24])=[C:13]([NH:17][C:18](=[O:23])[O:19][CH2:20][CH:21]=[CH2:22])[CH:14]=[CH:15][CH:16]=2)[CH:5]=[CH:4][N:3]=1. (3) Given the reactants [CH2:1]([CH:8]1[C:17]2[C:12](=[CH:13][CH:14]=[C:15]([OH:18])[CH:16]=2)[CH2:11][CH2:10][CH:9]1[NH:19][C:20](=[O:26])[O:21][C:22]([CH3:25])([CH3:24])[CH3:23])[C:2]1[CH:7]=[CH:6][CH:5]=[CH:4][CH:3]=1.C(N(CC)CC)C.C1C=CC(N([S:41]([C:44]([F:47])([F:46])[F:45])(=[O:43])=[O:42])[S:41]([C:44]([F:47])([F:46])[F:45])(=[O:43])=[O:42])=CC=1, predict the reaction product. The product is: [F:45][C:44]([F:47])([F:46])[S:41]([O:18][C:15]1[CH:14]=[CH:13][C:12]2[CH2:11][CH2:10][CH:9]([NH:19][C:20]([O:21][C:22]([CH3:23])([CH3:25])[CH3:24])=[O:26])[CH:8]([CH2:1][C:2]3[CH:7]=[CH:6][CH:5]=[CH:4][CH:3]=3)[C:17]=2[CH:16]=1)(=[O:43])=[O:42]. (4) The product is: [OH:6][C@H:7]([CH3:24])[CH2:8][CH2:9][CH2:10][CH2:11][N:12]1[C:21](=[O:22])[C:20]2[N:19]([CH3:23])[CH:18]=[N:17][C:16]=2[NH:15][C:13]1=[O:14]. Given the reactants [OH-].[K+].C([O:6][C@H:7]([CH3:24])[CH2:8][CH2:9][CH2:10][CH2:11][N:12]1[C:21](=[O:22])[C:20]2[N:19]([CH3:23])[CH:18]=[N:17][C:16]=2[NH:15][C:13]1=[O:14])(=O)C.Cl, predict the reaction product. (5) Given the reactants [NH2:1][C:2]1[CH:30]=[CH:29][C:5]([O:6][C:7]2[CH:12]=[CH:11][N:10]=[C:9]([NH:13][C:14](=[O:28])[N:15]([CH:17]3[CH2:22][CH2:21][N:20]([CH2:23][CH2:24][N:25]([CH3:27])[CH3:26])[CH2:19][CH2:18]3)[CH3:16])[CH:8]=2)=[CH:4][CH:3]=1.[C:31]1([CH2:37][C:38]([N:40]=[C:41]=[O:42])=[O:39])[CH:36]=[CH:35][CH:34]=[CH:33][CH:32]=1, predict the reaction product. The product is: [CH3:27][N:25]([CH3:26])[CH2:24][CH2:23][N:20]1[CH2:21][CH2:22][CH:17]([N:15]([CH3:16])[C:14]([NH:13][C:9]2[CH:8]=[C:7]([O:6][C:5]3[CH:4]=[CH:3][C:2]([NH:1][C:41]([NH:40][C:38](=[O:39])[CH2:37][C:31]4[CH:32]=[CH:33][CH:34]=[CH:35][CH:36]=4)=[O:42])=[CH:30][CH:29]=3)[CH:12]=[CH:11][N:10]=2)=[O:28])[CH2:18][CH2:19]1. (6) Given the reactants [H-].[Na+].[O:3]1[CH2:7][CH2:6][O:5][CH:4]1[CH2:8][CH2:9][CH:10]([C:12]1[CH:17]=[CH:16][CH:15]=[CH:14][C:13]=1[CH3:18])[OH:11].[CH3:19]I, predict the reaction product. The product is: [CH3:19][O:11][CH:10]([C:12]1[CH:17]=[CH:16][CH:15]=[CH:14][C:13]=1[CH3:18])[CH2:9][CH2:8][CH:4]1[O:5][CH2:6][CH2:7][O:3]1. (7) Given the reactants O1CCCCC1[O:7][C:8]1[CH:13]=[CH:12][C:11]([C@H:14](/[CH:21]=[CH:22]/[CH2:23][CH3:24])[CH2:15][C:16]([O:18][CH2:19][CH3:20])=[O:17])=[CH:10][CH:9]=1.CC1C=CC(S([O-])(=O)=O)=CC=1.C1C=C[NH+]=CC=1, predict the reaction product. The product is: [OH:7][C:8]1[CH:9]=[CH:10][C:11]([C@H:14](/[CH:21]=[CH:22]/[CH2:23][CH3:24])[CH2:15][C:16]([O:18][CH2:19][CH3:20])=[O:17])=[CH:12][CH:13]=1. (8) The product is: [CH:1](/[C:9]1[C:17]2[C:12](=[CH:13][C:14](/[CH:18]=[C:22]3/[C:21](=[O:29])[NH:20][C:28]4[C:23]/3=[CH:24][CH:25]=[CH:26][CH:27]=4)=[CH:15][CH:16]=2)[NH:11][N:10]=1)=[CH:2]\[C:3]1[CH:4]=[CH:5][CH:6]=[CH:7][CH:8]=1. Given the reactants [CH:1](/[C:9]1[C:17]2[C:12](=[CH:13][C:14]([CH:18]=O)=[CH:15][CH:16]=2)[NH:11][N:10]=1)=[CH:2]\[C:3]1[CH:8]=[CH:7][CH:6]=[CH:5][CH:4]=1.[NH:20]1[C:28]2[C:23](=[CH:24][CH:25]=[CH:26][CH:27]=2)[CH2:22][C:21]1=[O:29].N1CCCCC1, predict the reaction product. (9) Given the reactants [Br:1][C:2]1[CH:3]=[C:4]([NH:8][C:9]2[N:10]=[CH:11][C:12]([C:20]([N:22]3[CH2:27][CH2:26][O:25][CH2:24][CH2:23]3)=[O:21])=[C:13]3[C:17]([CH3:18])=[CH:16][N:15]([CH3:19])[C:14]=23)[CH:5]=[CH:6][CH:7]=1.[ClH:28], predict the reaction product. The product is: [ClH:28].[Br:1][C:2]1[CH:3]=[C:4]([NH:8][C:9]2[N:10]=[CH:11][C:12]([C:20]([N:22]3[CH2:23][CH2:24][O:25][CH2:26][CH2:27]3)=[O:21])=[C:13]3[C:17]([CH3:18])=[CH:16][N:15]([CH3:19])[C:14]=23)[CH:5]=[CH:6][CH:7]=1. (10) The product is: [Cl:1][C:2]1[CH:3]=[C:4]([CH:8]=[CH:9][N:10]=1)[C:5]([NH:25][C:20]1[CH:21]=[N:22][CH:23]=[CH:24][C:19]=1[C:13]1[CH:18]=[CH:17][CH:16]=[CH:15][CH:14]=1)=[O:6]. Given the reactants [Cl:1][C:2]1[CH:3]=[C:4]([CH:8]=[CH:9][N:10]=1)[C:5](Cl)=[O:6].Cl.Cl.[C:13]1([C:19]2[CH:24]=[CH:23][N:22]=[CH:21][C:20]=2[NH2:25])[CH:18]=[CH:17][CH:16]=[CH:15][CH:14]=1.CCN(C(C)C)C(C)C.[OH-].[Na+], predict the reaction product.